This data is from Full USPTO retrosynthesis dataset with 1.9M reactions from patents (1976-2016). The task is: Predict the reactants needed to synthesize the given product. (1) Given the product [Cl:1][C:2]1[CH:18]=[CH:17][C:5]([C:6]([N:8]([C:10]2[CH:15]=[CH:14][CH:13]=[CH:12][C:11]=2[O:16][CH2:32][C:33]([CH3:37])([CH3:36])[CH2:34][OH:35])[CH3:9])=[O:7])=[CH:4][C:3]=1[C:19]1[CH:20]=[N:21][C:22]([C:27]([F:30])([F:28])[F:29])=[CH:23][C:24]=1[C:25]#[N:26], predict the reactants needed to synthesize it. The reactants are: [Cl:1][C:2]1[CH:18]=[CH:17][C:5]([C:6]([N:8]([C:10]2[CH:15]=[CH:14][CH:13]=[CH:12][C:11]=2[OH:16])[CH3:9])=[O:7])=[CH:4][C:3]=1[C:19]1[CH:20]=[N:21][C:22]([C:27]([F:30])([F:29])[F:28])=[CH:23][C:24]=1[C:25]#[N:26].Br[CH2:32][C:33]([CH3:37])([CH3:36])[CH2:34][OH:35].C([O-])([O-])=O.[K+].[K+]. (2) The reactants are: Br.[Br:2][C:3]1[CH:4]=[C:5]([CH:11]([F:13])[F:12])[C:6]([O:9]C)=[N:7][CH:8]=1. Given the product [Br:2][C:3]1[CH:4]=[C:5]([CH:11]([F:13])[F:12])[C:6](=[O:9])[NH:7][CH:8]=1, predict the reactants needed to synthesize it. (3) Given the product [C:17]([O:16][C:15]([NH:14][C:11]1([CH:8]([C:5]2[CH:6]=[CH:7][C:2]([Cl:1])=[CH:3][CH:4]=2)[C:9]([OH:27])=[O:10])[CH2:12][CH2:13]1)=[O:21])([CH3:18])([CH3:20])[CH3:19], predict the reactants needed to synthesize it. The reactants are: [Cl:1][C:2]1[CH:7]=[CH:6][C:5]([CH:8]([C:11]2([NH:14][C:15](=[O:21])[O:16][C:17]([CH3:20])([CH3:19])[CH3:18])[CH2:13][CH2:12]2)[CH:9]=[O:10])=[CH:4][CH:3]=1.CC(=CC)C.[OH:27]P([O-])(O)=O.[K+].Cl([O-])=O.[Na+].C(O)(=O)CC(CC(O)=O)(C(O)=O)O. (4) Given the product [F:8][C:4]1[CH:5]=[CH:6][CH:7]=[C:2]([O:20][C:21]2[CH:22]=[C:23]([C:26]([F:29])([F:28])[F:27])[S:24][CH:25]=2)[N:3]=1, predict the reactants needed to synthesize it. The reactants are: F[C:2]1[CH:7]=[CH:6][CH:5]=[C:4]([F:8])[N:3]=1.CN(C=O)C.C([O-])([O-])=O.[K+].[K+].[OH:20][C:21]1[CH:22]=[C:23]([C:26]([F:29])([F:28])[F:27])[S:24][CH:25]=1. (5) Given the product [CH:21]1([N:18]2[CH2:19][CH2:20][N:15]([C:13](=[O:14])[CH2:12][N:7]3[CH2:6][CH2:5][C:4]4[N:3]=[C:2]([N:25]5[CH2:29][CH2:28][CH2:27][CH2:26]5)[CH:11]=[CH:10][C:9]=4[CH2:8]3)[CH2:16][CH2:17]2)[CH2:24][CH2:23][CH2:22]1, predict the reactants needed to synthesize it. The reactants are: Cl[C:2]1[CH:11]=[CH:10][C:9]2[CH2:8][N:7]([CH2:12][C:13]([N:15]3[CH2:20][CH2:19][N:18]([CH:21]4[CH2:24][CH2:23][CH2:22]4)[CH2:17][CH2:16]3)=[O:14])[CH2:6][CH2:5][C:4]=2[N:3]=1.[NH:25]1[CH2:29][CH2:28][CH2:27][CH2:26]1. (6) Given the product [ClH:16].[C:12]([O:11][C:9]([N:19]1[CH2:20][CH2:21][CH2:22][C@@:18]1([CH3:17])[C:23]([OH:25])=[O:24])=[O:10])([CH3:13])([CH3:14])[CH3:15], predict the reactants needed to synthesize it. The reactants are: [CH3:13][C:12]([O:11][C:9](O[C:9]([O:11][C:12]([CH3:15])([CH3:14])[CH3:13])=[O:10])=[O:10])([CH3:15])[CH3:14].[ClH:16].[CH3:17][C@@:18]1([C:23]([OH:25])=[O:24])[CH2:22][CH2:21][CH2:20][NH:19]1.CC#N.O. (7) Given the product [CH3:22][C:19]([CH3:23])([CH2:20][CH3:21])[CH:18]([C:5]1[CH:4]=[C:3]([C:2]([O:40][CH3:38])=[O:76])[CH:8]=[CH:7][C:6]=1[C:9]1[CH:14]=[C:13]([O:15][CH3:16])[CH:12]=[CH:11][C:10]=1[F:17])[O:24][CH3:25], predict the reactants needed to synthesize it. The reactants are: Br[CH2:2][C:3]1[CH:8]=[CH:7][C:6]([C:9]2[CH:14]=[C:13]([O:15][CH3:16])[CH:12]=[CH:11][C:10]=2[F:17])=[C:5]([C@@H:18]([O:24][CH3:25])[C:19]([CH3:23])([CH3:22])[CH2:20][CH3:21])[CH:4]=1.BrCC1C=CC(C2C=[C:38]([O:40]C)C=CC=2F)=C([C@H](OC)C(C)(C)CC)C=1.C1(P(C2C=CC=CC=2)C2C=CC=CC=2)C=CC=CC=1.BrN1C(=[O:76])CCC1=O. (8) Given the product [NH2:4][C:5]1[C:13]([N+:14]([O-:16])=[O:15])=[CH:12][C:8]([C:9]([OH:11])=[O:10])=[C:7]([F:17])[CH:6]=1, predict the reactants needed to synthesize it. The reactants are: C([NH:4][C:5]1[C:13]([N+:14]([O-:16])=[O:15])=[CH:12][C:8]([C:9]([OH:11])=[O:10])=[C:7]([F:17])[CH:6]=1)(=O)C.Cl. (9) The reactants are: C(OC(=O)[N:7]([C:29]1[CH:34]=[CH:33][C:32]([N:35]2[CH2:40][CH2:39][O:38][CH2:37][CH2:36]2)=[CH:31][CH:30]=1)[C:8]1[C:9]2[N:10]([N:26]=[CH:27][N:28]=2)[C:11]([C:14]2[CH:25]=[CH:24][C:17]3[C:18](=[O:23])[NH:19][S:20](=[O:22])(=[O:21])[C:16]=3[CH:15]=2)=[CH:12][N:13]=1)(C)(C)C. Given the product [N:35]1([C:32]2[CH:33]=[CH:34][C:29]([NH:7][C:8]3[C:9]4[N:10]([N:26]=[CH:27][N:28]=4)[C:11]([C:14]4[CH:25]=[CH:24][C:17]5[C:18](=[O:23])[NH:19][S:20](=[O:22])(=[O:21])[C:16]=5[CH:15]=4)=[CH:12][N:13]=3)=[CH:30][CH:31]=2)[CH2:40][CH2:39][O:38][CH2:37][CH2:36]1, predict the reactants needed to synthesize it. (10) Given the product [N:32]1([C:25]([C:24]2[CH:28]=[CH:29][C:21]([CH2:20][O:19][C:18]3[CH:17]=[CH:16][C:15]([C:13]([N:9]4[CH2:10][CH2:11][CH2:12][C@H:8]4[CH2:7][N:2]4[CH2:6][CH2:5][CH2:4][CH2:3]4)=[O:14])=[CH:31][CH:30]=3)=[CH:22][CH:23]=2)=[O:26])[CH2:37][CH2:36][CH2:35][CH2:34][CH2:33]1, predict the reactants needed to synthesize it. The reactants are: [Li+].[N:2]1([CH2:7][C@@H:8]2[CH2:12][CH2:11][CH2:10][N:9]2[C:13]([C:15]2[CH:31]=[CH:30][C:18]([O:19][CH2:20][C:21]3[CH:29]=[CH:28][C:24]([C:25]([O-])=[O:26])=[CH:23][CH:22]=3)=[CH:17][CH:16]=2)=[O:14])[CH2:6][CH2:5][CH2:4][CH2:3]1.[NH:32]1[CH2:37][CH2:36][CH2:35][CH2:34][CH2:33]1.